Dataset: Full USPTO retrosynthesis dataset with 1.9M reactions from patents (1976-2016). Task: Predict the reactants needed to synthesize the given product. (1) Given the product [CH3:1][O:2][C:3]1[CH:4]=[C:5]([CH:8]=[CH:9][C:10]=1[N+:11]([O-:13])=[O:12])[CH:6]=[N:15][OH:16], predict the reactants needed to synthesize it. The reactants are: [CH3:1][O:2][C:3]1[CH:4]=[C:5]([CH:8]=[CH:9][C:10]=1[N+:11]([O-:13])=[O:12])[CH:6]=O.Cl.[NH2:15][OH:16]. (2) The reactants are: Cl.[CH3:2][NH:3][O:4][CH3:5].C[Al](C)C.[C:10]([O:14][C:15]([C@:17]12[C@@H:22]([C:23]3[CH:28]=[CH:27][CH:26]=[CH:25][CH:24]=3)[C@H:21]1[CH2:20][O:19][C:18]2=[O:29])=[O:16])([CH3:13])([CH3:12])[CH3:11].Cl. Given the product [C:10]([O:14][C:15]([C@:17]1([C:18](=[O:29])[N:3]([O:4][CH3:5])[CH3:2])[C@@H:22]([C:23]2[CH:28]=[CH:27][CH:26]=[CH:25][CH:24]=2)[C@H:21]1[CH2:20][OH:19])=[O:16])([CH3:12])([CH3:11])[CH3:13], predict the reactants needed to synthesize it. (3) Given the product [C:38]([N:2]([CH3:1])[CH2:3][CH2:4][CH2:5][O:6][C:7]1[CH:12]=[CH:11][C:10]([CH:13]2[CH2:18][CH2:17][N:16]([C:19]([O:21][C:22]([CH3:23])([CH3:24])[CH3:25])=[O:20])[CH2:15][CH:14]2[O:26][CH2:27][C:28]2[CH:37]=[CH:36][C:35]3[C:30](=[CH:31][CH:32]=[CH:33][CH:34]=3)[CH:29]=2)=[CH:9][CH:8]=1)(=[O:45])[C:39]1[CH:44]=[CH:43][CH:42]=[CH:41][CH:40]=1, predict the reactants needed to synthesize it. The reactants are: [CH3:1][NH:2][CH2:3][CH2:4][CH2:5][O:6][C:7]1[CH:12]=[CH:11][C:10]([CH:13]2[CH2:18][CH2:17][N:16]([C:19]([O:21][C:22]([CH3:25])([CH3:24])[CH3:23])=[O:20])[CH2:15][CH:14]2[O:26][CH2:27][C:28]2[CH:37]=[CH:36][C:35]3[C:30](=[CH:31][CH:32]=[CH:33][CH:34]=3)[CH:29]=2)=[CH:9][CH:8]=1.[C:38](Cl)(=[O:45])[C:39]1[CH:44]=[CH:43][CH:42]=[CH:41][CH:40]=1. (4) Given the product [CH3:24][CH:20]1[N:19]([C:25]2[N:26]=[CH:27][CH:28]=[CH:29][N:30]=2)[CH:18]([CH3:17])[CH2:23][N:22]([CH2:2][C:3]2[CH:8]=[CH:7][C:6]([C:9]3([NH:12][C:13](=[O:15])[CH3:14])[CH2:11][CH2:10]3)=[CH:5][CH:4]=2)[CH2:21]1, predict the reactants needed to synthesize it. The reactants are: Cl[CH2:2][C:3]1[CH:8]=[CH:7][C:6]([C:9]2([NH:12][C:13](=[O:15])[CH3:14])[CH2:11][CH2:10]2)=[CH:5][CH:4]=1.Cl.[CH3:17][CH:18]1[CH2:23][NH:22][CH2:21][CH:20]([CH3:24])[N:19]1[C:25]1[N:30]=[CH:29][CH:28]=[CH:27][N:26]=1.C(=O)([O-])[O-].[K+].[K+].O. (5) The reactants are: [F:1][C:2]([F:33])([F:32])[C:3]([NH:5][C@@H:6]1[CH2:31][CH2:30][N:9]2[C:10]3[CH:23]=[CH:22][C:21](C4N=NN(C)N=4)=[CH:20][C:11]=3[C@H:12]([CH3:19])[C:13]3[CH:18]=[CH:17][CH:16]=[CH:15][C:14]=3[C@H:8]2[CH2:7]1)=[O:4].[N+:34]([O-])([OH:36])=[O:35]. Given the product [F:1][C:2]([F:32])([F:33])[C:3]([NH:5][C@@H:6]1[CH2:31][CH2:30][N:9]2[C:10]3[CH:23]=[CH:22][C:21]([N+:34]([O-:36])=[O:35])=[CH:20][C:11]=3[C@H:12]([CH3:19])[C:13]3[CH:18]=[CH:17][CH:16]=[CH:15][C:14]=3[C@H:8]2[CH2:7]1)=[O:4], predict the reactants needed to synthesize it. (6) Given the product [C:1]([O:5][C:6]([N:8]1[CH2:11][CH2:10][C@H:9]1[CH2:12][O:13][C:14]1[CH:19]=[C:18]([C:25]2[CH:26]=[C:27]([CH2:31][CH2:32][CH2:33][OH:34])[CH:28]=[CH:29][CH:30]=2)[CH:17]=[N:16][CH:15]=1)=[O:7])([CH3:4])([CH3:3])[CH3:2], predict the reactants needed to synthesize it. The reactants are: [C:1]([O:5][C:6]([N:8]1[CH2:11][CH2:10][C@H:9]1[CH2:12][O:13][C:14]1[CH:15]=[N:16][CH:17]=[C:18]([Sn](C)(C)C)[CH:19]=1)=[O:7])([CH3:4])([CH3:3])[CH3:2].I[C:25]1[CH:26]=[C:27]([CH2:31][CH2:32][CH2:33][OH:34])[CH:28]=[CH:29][CH:30]=1.CN(C=O)C.[F-].[Cs+]. (7) The reactants are: Cl.[NH2:2][C@H:3]([C:14]([O:16][CH3:17])=[O:15])[CH2:4][C:5]1[C:13]2[C:8](=[CH:9][CH:10]=[CH:11][CH:12]=2)[NH:7][CH:6]=1.C(N(CC)CC)C.[CH3:25][C:26]1[CH:36]=[CH:35][C:29]([CH:30]=[CH:31][C:32](O)=[O:33])=[CH:28][CH:27]=1.CCN=C=NCCCN(C)C.Cl. Given the product [CH3:25][C:26]1[CH:36]=[CH:35][C:29]([CH:30]=[CH:31][C:32]([NH:2][C@H:3]([C:14]([O:16][CH3:17])=[O:15])[CH2:4][C:5]2[C:13]3[C:8](=[CH:9][CH:10]=[CH:11][CH:12]=3)[NH:7][CH:6]=2)=[O:33])=[CH:28][CH:27]=1, predict the reactants needed to synthesize it.